Predict the product of the given reaction. From a dataset of Forward reaction prediction with 1.9M reactions from USPTO patents (1976-2016). (1) Given the reactants [Br:1][C:2]1[CH:7]=[CH:6][C:5]([CH:8]([OH:29])[CH2:9][CH2:10][N:11]2[CH2:16][CH2:15][CH:14]([C:17]3[CH:18]=[C:19]([NH:23][C:24](=[O:28])[CH:25]([CH3:27])[CH3:26])[CH:20]=[CH:21][CH:22]=3)[CH2:13][CH2:12]2)=[CH:4][CH:3]=1.[Cl:30][C:31]1[CH:36]=[CH:35][C:34](O)=[CH:33][CH:32]=1, predict the reaction product. The product is: [Br:1][C:2]1[CH:3]=[CH:4][C:5]([CH:8]([O:29][C:34]2[CH:35]=[CH:36][C:31]([Cl:30])=[CH:32][CH:33]=2)[CH2:9][CH2:10][N:11]2[CH2:16][CH2:15][CH:14]([C:17]3[CH:18]=[C:19]([NH:23][C:24](=[O:28])[CH:25]([CH3:26])[CH3:27])[CH:20]=[CH:21][CH:22]=3)[CH2:13][CH2:12]2)=[CH:6][CH:7]=1. (2) Given the reactants [Cl:1][C:2]1[CH:7]=[CH:6][C:5]([CH:8]([CH2:22][CH3:23])[C:9]([NH:11][NH:12][C:13](=[O:21])[C:14]2[CH:19]=[CH:18][CH:17]=[CH:16][C:15]=2[NH2:20])=[O:10])=[CH:4][CH:3]=1.[K+].C(O[C:28]([S-])=[S:29])C, predict the reaction product. The product is: [Cl:1][C:2]1[CH:3]=[CH:4][C:5]([CH:8]([CH2:22][CH3:23])[C:9]([NH:11][N:12]2[C:13](=[O:21])[C:14]3[C:15](=[CH:16][CH:17]=[CH:18][CH:19]=3)[N:20]=[C:28]2[SH:29])=[O:10])=[CH:6][CH:7]=1. (3) Given the reactants [CH2:1]([N:3]([C:29](=O)[C:30]1[CH:35]=[CH:34][C:33]([OH:36])=[C:32]([F:37])[CH:31]=1)[C:4]1[CH:9]=[C:8]([O:10][CH3:11])[CH:7]=[CH:6][C:5]=1[C@@H:12]1[CH2:21][CH2:20][C:19]2[CH:18]=[C:17]([O:22]C(=O)C(C)(C)C)[CH:16]=[CH:15][C:14]=2[CH2:13]1)[CH3:2].Cl[CH2:40][C:41]([N:43]([CH3:50])[CH2:44][C@H:45]1[CH2:49][CH2:48][CH2:47][O:46]1)=O, predict the reaction product. The product is: [CH2:1]([N:3]([CH2:29][C:30]1[CH:35]=[CH:34][C:33]([O:36][CH2:40][CH2:41][N:43]([CH3:50])[CH2:44][C@H:45]2[CH2:49][CH2:48][CH2:47][O:46]2)=[C:32]([F:37])[CH:31]=1)[C:4]1[CH:9]=[C:8]([O:10][CH3:11])[CH:7]=[CH:6][C:5]=1[C@@H:12]1[CH2:21][CH2:20][C:19]2[CH:18]=[C:17]([OH:22])[CH:16]=[CH:15][C:14]=2[CH2:13]1)[CH3:2]. (4) Given the reactants Br[C:2]1[C:11]([N+:12]([O-:14])=[O:13])=[CH:10][CH:9]=[C:8]2[C:3]=1[CH:4]=[CH:5][CH:6]=[N:7]2.C1([Li])C=CC=CC=1.[CH:22](OCC)=[O:23], predict the reaction product. The product is: [N+:12]([C:11]1[CH:10]=[CH:9][C:8]2[N:7]=[CH:6][CH:5]=[CH:4][C:3]=2[C:2]=1[CH:22]=[O:23])([O-:14])=[O:13].